Dataset: NCI-60 drug combinations with 297,098 pairs across 59 cell lines. Task: Regression. Given two drug SMILES strings and cell line genomic features, predict the synergy score measuring deviation from expected non-interaction effect. (1) Drug 1: C1=CC(=CC=C1CC(C(=O)O)N)N(CCCl)CCCl.Cl. Drug 2: C1C(C(OC1N2C=C(C(=O)NC2=O)F)CO)O. Cell line: NCI-H322M. Synergy scores: CSS=4.87, Synergy_ZIP=-1.54, Synergy_Bliss=0.490, Synergy_Loewe=-17.9, Synergy_HSA=-4.94. (2) Drug 1: CC1=C(C(=CC=C1)Cl)NC(=O)C2=CN=C(S2)NC3=CC(=NC(=N3)C)N4CCN(CC4)CCO. Drug 2: C#CCC(CC1=CN=C2C(=N1)C(=NC(=N2)N)N)C3=CC=C(C=C3)C(=O)NC(CCC(=O)O)C(=O)O. Cell line: UACC62. Synergy scores: CSS=67.9, Synergy_ZIP=4.74, Synergy_Bliss=1.82, Synergy_Loewe=-6.50, Synergy_HSA=1.19. (3) Drug 1: C1=CC=C(C=C1)NC(=O)CCCCCCC(=O)NO. Drug 2: CC1=C(N=C(N=C1N)C(CC(=O)N)NCC(C(=O)N)N)C(=O)NC(C(C2=CN=CN2)OC3C(C(C(C(O3)CO)O)O)OC4C(C(C(C(O4)CO)O)OC(=O)N)O)C(=O)NC(C)C(C(C)C(=O)NC(C(C)O)C(=O)NCCC5=NC(=CS5)C6=NC(=CS6)C(=O)NCCC[S+](C)C)O. Cell line: DU-145. Synergy scores: CSS=51.5, Synergy_ZIP=-8.88, Synergy_Bliss=-1.70, Synergy_Loewe=4.03, Synergy_HSA=5.78. (4) Drug 1: COC1=NC(=NC2=C1N=CN2C3C(C(C(O3)CO)O)O)N. Drug 2: C1=NC2=C(N=C(N=C2N1C3C(C(C(O3)CO)O)F)Cl)N. Cell line: IGROV1. Synergy scores: CSS=-3.86, Synergy_ZIP=0.0706, Synergy_Bliss=-1.62, Synergy_Loewe=-7.31, Synergy_HSA=-6.27. (5) Drug 1: CC(C1=C(C=CC(=C1Cl)F)Cl)OC2=C(N=CC(=C2)C3=CN(N=C3)C4CCNCC4)N. Drug 2: CS(=O)(=O)CCNCC1=CC=C(O1)C2=CC3=C(C=C2)N=CN=C3NC4=CC(=C(C=C4)OCC5=CC(=CC=C5)F)Cl. Cell line: HOP-62. Synergy scores: CSS=-0.639, Synergy_ZIP=0.199, Synergy_Bliss=-0.724, Synergy_Loewe=-1.88, Synergy_HSA=-2.15. (6) Drug 1: C1CCC(C(C1)N)N.C(=O)(C(=O)[O-])[O-].[Pt+4]. Drug 2: CC1C(C(CC(O1)OC2CC(CC3=C2C(=C4C(=C3O)C(=O)C5=CC=CC=C5C4=O)O)(C(=O)C)O)N)O. Cell line: RPMI-8226. Synergy scores: CSS=51.9, Synergy_ZIP=-6.91, Synergy_Bliss=-14.0, Synergy_Loewe=-10.8, Synergy_HSA=-9.37. (7) Drug 1: COC1=CC(=CC(=C1O)OC)C2C3C(COC3=O)C(C4=CC5=C(C=C24)OCO5)OC6C(C(C7C(O6)COC(O7)C8=CC=CS8)O)O. Drug 2: CC(C)(C#N)C1=CC(=CC(=C1)CN2C=NC=N2)C(C)(C)C#N. Cell line: UO-31. Synergy scores: CSS=8.54, Synergy_ZIP=-5.29, Synergy_Bliss=-3.03, Synergy_Loewe=-0.324, Synergy_HSA=-0.740. (8) Drug 1: CC1=CC=C(C=C1)C2=CC(=NN2C3=CC=C(C=C3)S(=O)(=O)N)C(F)(F)F. Drug 2: CC1=C(C(=CC=C1)Cl)NC(=O)C2=CN=C(S2)NC3=CC(=NC(=N3)C)N4CCN(CC4)CCO. Cell line: MCF7. Synergy scores: CSS=4.16, Synergy_ZIP=-0.528, Synergy_Bliss=1.78, Synergy_Loewe=0.322, Synergy_HSA=0.472.